This data is from Peptide-MHC class I binding affinity with 185,985 pairs from IEDB/IMGT. The task is: Regression. Given a peptide amino acid sequence and an MHC pseudo amino acid sequence, predict their binding affinity value. This is MHC class I binding data. (1) The peptide sequence is SMYVIPDELI. The MHC is HLA-A02:02 with pseudo-sequence HLA-A02:02. The binding affinity (normalized) is 0.684. (2) The peptide sequence is ATGNLIAPW. The MHC is Mamu-A01 with pseudo-sequence Mamu-A01. The binding affinity (normalized) is 0.339. (3) The peptide sequence is SSDLRSWTF. The MHC is HLA-B46:01 with pseudo-sequence HLA-B46:01. The binding affinity (normalized) is 0.0847. (4) The MHC is HLA-A02:01 with pseudo-sequence HLA-A02:01. The binding affinity (normalized) is 0. The peptide sequence is PYRSLIRFPI.